Dataset: CYP2D6 substrate classification data from Carbon-Mangels et al.. Task: Regression/Classification. Given a drug SMILES string, predict its absorption, distribution, metabolism, or excretion properties. Task type varies by dataset: regression for continuous measurements (e.g., permeability, clearance, half-life) or binary classification for categorical outcomes (e.g., BBB penetration, CYP inhibition). Dataset: cyp2d6_substrate_carbonmangels. The drug is CCOc1cc(N)c(Cl)cc1C(=O)NC[C@@H]1CN(Cc2ccc(F)cc2)CCO1. The result is 0 (non-substrate).